Dataset: Forward reaction prediction with 1.9M reactions from USPTO patents (1976-2016). Task: Predict the product of the given reaction. (1) The product is: [CH3:1][C:2]1[NH:8][C:7]([NH:9][C:19]([NH:18][CH2:17][CH2:16][O:15][C:10](=[O:14])[CH:11]=[CH:13][CH3:21])=[O:20])=[N:6][C:4](=[O:5])[CH:3]=1. Given the reactants [CH3:1][C:2]1[NH:8][C:7]([NH2:9])=[N:6][C:4](=[O:5])[CH:3]=1.[C:10]([O:15][CH2:16][CH2:17][N:18]=[C:19]=[O:20])(=[O:14])[C:11]([CH3:13])=C.[CH2:21]([Sn](=O)CCCC)CCC, predict the reaction product. (2) Given the reactants [C:1]([O:5][C:6](=[O:33])[NH:7][CH2:8][CH2:9][CH2:10][NH:11][CH:12]([C:15]1[N:16]([CH2:26][C:27]2[CH:32]=[CH:31][CH:30]=[CH:29][CH:28]=2)[C:17](=[O:25])[C:18]2[C:23]([CH3:24])=[N:22][O:21][C:19]=2[N:20]=1)[CH2:13][CH3:14])([CH3:4])([CH3:3])[CH3:2].[CH3:34][C:35]1[CH:43]=[CH:42][C:38]([C:39](Cl)=[O:40])=[CH:37][CH:36]=1.C(N(CC)CC)C, predict the reaction product. The product is: [C:1]([O:5][C:6](=[O:33])[NH:7][CH2:8][CH2:9][CH2:10][N:11]([CH:12]([C:15]1[N:16]([CH2:26][C:27]2[CH:32]=[CH:31][CH:30]=[CH:29][CH:28]=2)[C:17](=[O:25])[C:18]2[C:23]([CH3:24])=[N:22][O:21][C:19]=2[N:20]=1)[CH2:13][CH3:14])[C:39](=[O:40])[C:38]1[CH:42]=[CH:43][C:35]([CH3:34])=[CH:36][CH:37]=1)([CH3:2])([CH3:3])[CH3:4]. (3) Given the reactants [CH3:1][C:2]1[CH:3]=[C:4]([C:18]([OH:20])=O)[NH:5][C:6]=1[CH:7]=[C:8]1[C:16]2[C:11](=[CH:12][CH:13]=[CH:14][CH:15]=2)[NH:10][C:9]1=[O:17].CCN=C=NCCCN(C)C.C1C=CC2N(O)N=NC=2C=1.CCN(CC)CC.[CH3:49][O:50][CH2:51][CH2:52][NH2:53], predict the reaction product. The product is: [CH3:49][O:50][CH2:51][CH2:52][NH:53][C:18]([C:4]1[NH:5][C:6]([CH:7]=[C:8]2[C:16]3[C:11](=[CH:12][CH:13]=[CH:14][CH:15]=3)[NH:10][C:9]2=[O:17])=[C:2]([CH3:1])[CH:3]=1)=[O:20]. (4) Given the reactants [CH2:1]([NH:3][CH2:4][CH3:5])[CH3:2].[CH2:6]([CH:8]1[O:10][CH2:9]1)Cl.[OH-].[Na+], predict the reaction product. The product is: [CH2:6]([N:3]([CH2:4][CH3:5])[CH2:1][CH3:2])[CH:8]1[O:10][CH2:9]1. (5) Given the reactants [F:1][C:2]1[CH:3]=[C:4]([CH2:9][C:10]([NH:12][C@H:13]([C:15]([OH:17])=O)[CH3:14])=[O:11])[CH:5]=[C:6]([F:8])[CH:7]=1.Cl.[NH2:19][CH:20]([CH:26]1[CH2:31][CH2:30][CH2:29][CH2:28][CH2:27]1)[C:21]([O:23][CH2:24][CH3:25])=[O:22], predict the reaction product. The product is: [F:8][C:6]1[CH:5]=[C:4]([CH2:9][C:10]([NH:12][C@H:13]([C:15]([NH:19][CH:20]([CH:26]2[CH2:31][CH2:30][CH2:29][CH2:28][CH2:27]2)[C:21]([O:23][CH2:24][CH3:25])=[O:22])=[O:17])[CH3:14])=[O:11])[CH:3]=[C:2]([F:1])[CH:7]=1. (6) The product is: [Si:1]([O:8][CH2:9][C:10]1[CH:15]=[CH:14][C:13]([C:16]([C:18]2[CH:19]=[N:20][CH:21]=[CH:22][CH:23]=2)=[O:17])=[CH:12][CH:11]=1)([C:4]([CH3:7])([CH3:6])[CH3:5])([CH3:3])[CH3:2]. Given the reactants [Si:1]([O:8][CH2:9][C:10]1[CH:15]=[CH:14][C:13]([CH:16]([C:18]2[CH:19]=[N:20][CH:21]=[CH:22][CH:23]=2)[OH:17])=[CH:12][CH:11]=1)([C:4]([CH3:7])([CH3:6])[CH3:5])([CH3:3])[CH3:2], predict the reaction product. (7) Given the reactants [Br:1][C:2]1[N:7]=[C:6]2[NH:8][N:9]=[C:10]([C:11]3[CH:16]=[CH:15][CH:14]=[CH:13][CH:12]=3)[C:5]2=[C:4]([C:17]([F:20])([F:19])[F:18])[CH:3]=1.Cl[CH2:22][O:23][CH2:24][CH2:25][Si:26]([CH3:29])([CH3:28])[CH3:27].C(N(CC)CC)C.O, predict the reaction product. The product is: [Br:1][C:2]1[N:7]=[C:6]2[N:8]([CH2:22][O:23][CH2:24][CH2:25][Si:26]([CH3:29])([CH3:28])[CH3:27])[N:9]=[C:10]([C:11]3[CH:16]=[CH:15][CH:14]=[CH:13][CH:12]=3)[C:5]2=[C:4]([C:17]([F:19])([F:20])[F:18])[CH:3]=1. (8) Given the reactants Cl.[NH2:2][C@H:3]([CH2:37][O:38]CC1C=CC=CC=1)[CH2:4][O:5][C:6]1[C:10]([CH3:11])=[C:9]([NH:12][C:13]([NH:15][CH2:16][C:17]2[CH:22]=[C:21]([CH2:23][O:24][CH3:25])[CH:20]=[CH:19][C:18]=2[O:26][C:27]([F:30])([F:29])[F:28])=[O:14])[N:8]([C:31]2[CH:36]=[CH:35][CH:34]=[CH:33][CH:32]=2)[N:7]=1, predict the reaction product. The product is: [NH2:2][C@H:3]([CH2:37][OH:38])[CH2:4][O:5][C:6]1[C:10]([CH3:11])=[C:9]([NH:12][C:13]([NH:15][CH2:16][C:17]2[CH:22]=[C:21]([CH2:23][O:24][CH3:25])[CH:20]=[CH:19][C:18]=2[O:26][C:27]([F:29])([F:30])[F:28])=[O:14])[N:8]([C:31]2[CH:32]=[CH:33][CH:34]=[CH:35][CH:36]=2)[N:7]=1. (9) Given the reactants [C:1]([C:5]1[CH:10]=[CH:9][C:8]([C@@H:11]2OC(=O)[NH:13][C@H:12]2[CH3:17])=[CH:7][CH:6]=1)([CH3:4])([CH3:3])[CH3:2].C([O-])=O.[NH4+], predict the reaction product. The product is: [C:1]([C:5]1[CH:6]=[CH:7][C:8]([CH2:11][C@@H:12]([NH2:13])[CH3:17])=[CH:9][CH:10]=1)([CH3:4])([CH3:2])[CH3:3]. (10) Given the reactants Br[C:2]1[CH:7]=[C:6]([CH2:8][S:9]([CH3:12])(=[O:11])=[O:10])[C:5]([F:13])=[CH:4][C:3]=1[O:14][CH3:15].[CH3:16][N:17]1[CH:26]=[C:25](B2OC(C)(C)C(C)(C)O2)[C:24]2[C:19](=[CH:20][CH:21]=[C:22]([C:36]3[CH:37]=[N:38][N:39]([CH3:41])[CH:40]=3)[CH:23]=2)[C:18]1=[O:42].[O-]P([O-])([O-])=O.[K+].[K+].[K+], predict the reaction product. The product is: [F:13][C:5]1[C:6]([CH2:8][S:9]([CH3:12])(=[O:11])=[O:10])=[CH:7][C:2]([C:25]2[C:24]3[C:19](=[CH:20][CH:21]=[C:22]([C:36]4[CH:37]=[N:38][N:39]([CH3:41])[CH:40]=4)[CH:23]=3)[C:18](=[O:42])[N:17]([CH3:16])[CH:26]=2)=[C:3]([O:14][CH3:15])[CH:4]=1.